This data is from Forward reaction prediction with 1.9M reactions from USPTO patents (1976-2016). The task is: Predict the product of the given reaction. (1) Given the reactants C(O)C.[CH3:4][O:5][C:6]1[CH:15]=[C:14]2[C:9]([C:10]([CH3:39])=[CH:11][C:12](=[O:38])[N:13]2[CH2:16][CH2:17][CH2:18][C:19]2([C:33]([O:35]CC)=[O:34])[CH2:24][CH2:23][N:22]([CH2:25][CH2:26][S:27][C:28]3[S:29][CH:30]=[CH:31][CH:32]=3)[CH2:21][CH2:20]2)=[CH:8][CH:7]=1.[OH-].[Na+], predict the reaction product. The product is: [CH3:4][O:5][C:6]1[CH:15]=[C:14]2[C:9]([C:10]([CH3:39])=[CH:11][C:12](=[O:38])[N:13]2[CH2:16][CH2:17][CH2:18][C:19]2([C:33]([OH:35])=[O:34])[CH2:24][CH2:23][N:22]([CH2:25][CH2:26][S:27][C:28]3[S:29][CH:30]=[CH:31][CH:32]=3)[CH2:21][CH2:20]2)=[CH:8][CH:7]=1. (2) Given the reactants [CH:1]([C:4]1[CH:9]=[CH:8][CH:7]=[CH:6][C:5]=1[C:10]1[C:18]2[O:17][CH:16]([CH2:19][NH2:20])[CH2:15][C:14]=2[CH:13]=[CH:12][CH:11]=1)([CH3:3])[CH3:2].C(N(C(C)C)CC)(C)C.Cl[C:31]([O:33][CH2:34][C:35]1[CH:40]=[CH:39][CH:38]=[CH:37][CH:36]=1)=[O:32], predict the reaction product. The product is: [CH2:34]([O:33][C:31](=[O:32])[NH:20][CH2:19][CH:16]1[CH2:15][C:14]2[CH:13]=[CH:12][CH:11]=[C:10]([C:5]3[CH:6]=[CH:7][CH:8]=[CH:9][C:4]=3[CH:1]([CH3:3])[CH3:2])[C:18]=2[O:17]1)[C:35]1[CH:40]=[CH:39][CH:38]=[CH:37][CH:36]=1. (3) The product is: [CH3:1][O:2][C:3](=[O:21])[CH2:4][C:5]1[CH:10]=[CH:9][CH:8]=[C:7]([S:11][CH2:12][CH2:13][C@@H:14]([O:16][C:27]2[CH:28]=[CH:29][C:30]([C:32]([F:34])([F:33])[F:35])=[CH:31][C:26]=2[O:25][C:24]2[CH:37]=[CH:38][C:39]([F:41])=[CH:40][C:23]=2[F:22])[CH3:15])[CH:6]=1. Given the reactants [CH3:1][O:2][C:3](=[O:21])[CH2:4][C:5]1[CH:10]=[CH:9][CH:8]=[C:7]([S:11][CH2:12][CH2:13][C@H:14]([O:16]S(C)(=O)=O)[CH3:15])[CH:6]=1.[F:22][C:23]1[CH:40]=[C:39]([F:41])[CH:38]=[CH:37][C:24]=1[O:25][C:26]1[CH:31]=[C:30]([C:32]([F:35])([F:34])[F:33])[CH:29]=[CH:28][C:27]=1O, predict the reaction product. (4) The product is: [F:1][C:2]1[CH:3]=[CH:4][CH:5]=[C:6]2[C:10]=1[N:9]([C@@H:36]([C:32]1[CH:33]=[CH:34][CH:35]=[C:30]([F:29])[CH:31]=1)[C@H:37]([OH:38])[CH2:39][OH:40])[C:8](=[O:11])[C:7]2([CH3:13])[CH3:12]. Given the reactants [F:1][C:2]1[CH:3]=[CH:4][CH:5]=[C:6]2[C:10]=1[NH:9][C:8](=[O:11])[C:7]2([CH3:13])[CH3:12].CN(C)C=O.C[Si]([N-][Si](C)(C)C)(C)C.[Li+].[F:29][C:30]1[CH:31]=[C:32]([CH:36]2[O:38][CH:37]2[CH2:39][OH:40])[CH:33]=[CH:34][CH:35]=1.Cl, predict the reaction product. (5) Given the reactants [NH2:1][C:2]1[CH:3]=[C:4]([C:8]2[C:12]([C:13]3[CH:18]=[CH:17][N:16]=[C:15]([NH:19][CH2:20][CH3:21])[N:14]=3)=[CH:11][N:10]([CH2:22][C:23]3[CH:28]=[CH:27][C:26]([O:29][CH3:30])=[CH:25][CH:24]=3)[N:9]=2)[CH:5]=[CH:6][CH:7]=1.[F:31][C:32]1[CH:37]=[CH:36][C:35]([F:38])=[CH:34][C:33]=1[S:39](Cl)(=[O:41])=[O:40].[Na], predict the reaction product. The product is: [CH2:20]([NH:19][C:15]1[N:14]=[C:13]([C:12]2[C:8]([C:4]3[CH:3]=[C:2]([NH:1][S:39]([C:33]4[CH:34]=[C:35]([F:38])[CH:36]=[CH:37][C:32]=4[F:31])(=[O:41])=[O:40])[CH:7]=[CH:6][CH:5]=3)=[N:9][N:10]([CH2:22][C:23]3[CH:24]=[CH:25][C:26]([O:29][CH3:30])=[CH:27][CH:28]=3)[CH:11]=2)[CH:18]=[CH:17][N:16]=1)[CH3:21]. (6) Given the reactants [CH2:1]([O:3][C:4]1[CH:9]=[N:8][C:7]([CH3:10])=[CH:6][N:5]=1)[CH3:2].C1C(=O)N([Br:18])C(=O)C1, predict the reaction product. The product is: [Br:18][CH2:10][C:7]1[CH:6]=[N:5][C:4]([O:3][CH2:1][CH3:2])=[CH:9][N:8]=1. (7) Given the reactants Cl.[NH2:2][CH:3]1[CH2:8][CH2:7][N:6]([CH2:9][CH2:10][CH2:11][N:12]([CH2:16][CH2:17][OH:18])[CH2:13][CH2:14][OH:15])[CH2:5][CH2:4]1.C(N([CH:25]([CH3:27])[CH3:26])C(C)C)C.C(OC(OC(O[C:39]([CH3:42])([CH3:41])C)=O)=O)(C)(C)C.[C:43](Cl)(=[O:61])[CH2:44][CH2:45][CH2:46][CH2:47][CH2:48][CH2:49][CH2:50]/[CH:51]=[CH:52]\[CH2:53][CH2:54][CH2:55][CH2:56][CH2:57][CH2:58][CH2:59][CH3:60].Cl, predict the reaction product. The product is: [NH2:2][CH:3]1[CH2:4][CH2:5][N:6]([CH2:9][CH2:10][CH2:11][N:12]([CH2:16][CH2:17][O:18][C:43](=[O:61])[CH2:44][CH2:45][CH2:46][CH2:47][CH2:48][CH2:49][CH2:50]/[CH:51]=[CH:52]\[CH2:53][CH2:54][CH2:42][CH2:39][CH2:41][CH2:27][CH2:25][CH3:26])[CH2:13][CH2:14][O:15][C:43](=[O:61])[CH2:44][CH2:45][CH2:46][CH2:47][CH2:48][CH2:49][CH2:50]/[CH:51]=[CH:52]\[CH2:53][CH2:54][CH2:55][CH2:56][CH2:57][CH2:58][CH2:59][CH3:60])[CH2:7][CH2:8]1.